This data is from Merck oncology drug combination screen with 23,052 pairs across 39 cell lines. The task is: Regression. Given two drug SMILES strings and cell line genomic features, predict the synergy score measuring deviation from expected non-interaction effect. (1) Drug 1: CCC1=CC2CN(C1)Cc1c([nH]c3ccccc13)C(C(=O)OC)(c1cc3c(cc1OC)N(C)C1C(O)(C(=O)OC)C(OC(C)=O)C4(CC)C=CCN5CCC31C54)C2. Drug 2: Cn1c(=O)n(-c2ccc(C(C)(C)C#N)cc2)c2c3cc(-c4cnc5ccccc5c4)ccc3ncc21. Cell line: MSTO. Synergy scores: synergy=82.3. (2) Drug 1: CN(C)C(=N)N=C(N)N. Drug 2: CCN(CC)CCNC(=O)c1c(C)[nH]c(C=C2C(=O)Nc3ccc(F)cc32)c1C. Cell line: LNCAP. Synergy scores: synergy=-0.0488. (3) Drug 1: N.N.O=C(O)C1(C(=O)O)CCC1.[Pt]. Drug 2: NC1(c2ccc(-c3nc4ccn5c(=O)[nH]nc5c4cc3-c3ccccc3)cc2)CCC1. Cell line: EFM192B. Synergy scores: synergy=-37.7. (4) Drug 1: O=S1(=O)NC2(CN1CC(F)(F)F)C1CCC2Cc2cc(C=CCN3CCC(C(F)(F)F)CC3)ccc2C1. Drug 2: Cn1nnc2c(C(N)=O)ncn2c1=O. Cell line: OVCAR3. Synergy scores: synergy=0.139. (5) Drug 1: O=S1(=O)NC2(CN1CC(F)(F)F)C1CCC2Cc2cc(C=CCN3CCC(C(F)(F)F)CC3)ccc2C1. Drug 2: CS(=O)(=O)CCNCc1ccc(-c2ccc3ncnc(Nc4ccc(OCc5cccc(F)c5)c(Cl)c4)c3c2)o1. Cell line: ES2. Synergy scores: synergy=3.12.